This data is from Peptide-MHC class I binding affinity with 185,985 pairs from IEDB/IMGT. The task is: Regression. Given a peptide amino acid sequence and an MHC pseudo amino acid sequence, predict their binding affinity value. This is MHC class I binding data. (1) The peptide sequence is SFNCGGEFF. The MHC is HLA-B44:02 with pseudo-sequence HLA-B44:02. The binding affinity (normalized) is 0.0714. (2) The peptide sequence is MSDIFHALV. The MHC is HLA-B27:05 with pseudo-sequence HLA-B27:05. The binding affinity (normalized) is 0.0847. (3) The peptide sequence is QPTPLSPPLR. The MHC is HLA-A02:02 with pseudo-sequence HLA-A02:02. The binding affinity (normalized) is 0.